From a dataset of Forward reaction prediction with 1.9M reactions from USPTO patents (1976-2016). Predict the product of the given reaction. (1) Given the reactants [N+:1]([C:4]1[CH:9]=[CH:8][C:7]([O:10][C:11](=[O:15])[O:12][CH2:13]Cl)=[CH:6][CH:5]=1)([O-:3])=[O:2].[I-:16].[Na+], predict the reaction product. The product is: [N+:1]([C:4]1[CH:9]=[CH:8][C:7]([O:10][C:11](=[O:15])[O:12][CH2:13][I:16])=[CH:6][CH:5]=1)([O-:3])=[O:2]. (2) Given the reactants Cl[C:2]1[CH:11]=[CH:10][C:9]2[CH2:8][N:7]([C:12]([O:14][C:15]([CH3:18])([CH3:17])[CH3:16])=[O:13])[CH2:6][CH:5]([CH3:19])[C:4]=2[N:3]=1.[NH:20]1[CH2:25][CH2:24][O:23][CH2:22][CH2:21]1.CC(C1C=C(C(C)C)C(C2C=CC=CC=2P(C2CCCCC2)C2CCCCC2)=C(C(C)C)C=1)C.CC(C)([O-])C.[Na+], predict the reaction product. The product is: [CH3:19][CH:5]1[C:4]2[N:3]=[C:2]([N:20]3[CH2:25][CH2:24][O:23][CH2:22][CH2:21]3)[CH:11]=[CH:10][C:9]=2[CH2:8][N:7]([C:12]([O:14][C:15]([CH3:18])([CH3:17])[CH3:16])=[O:13])[CH2:6]1.